This data is from Reaction yield outcomes from USPTO patents with 853,638 reactions. The task is: Predict the reaction yield, written as a fraction of the theoretical maximum amount of product (1.0 means a 100% yield; for example, 0.34 means a 34% yield). (1) The reactants are [CH3:1][C:2]1[C:3]([CH2:9][N:10]([CH:16]2[C:25]3[N:24]=[CH:23][CH:22]=[CH:21][C:20]=3[CH2:19][CH2:18][CH2:17]2)[CH2:11][CH2:12][CH2:13][CH2:14][NH2:15])=[N:4][CH:5]=[C:6]([CH3:8])[CH:7]=1.[OH-].[Na+]. The catalyst is O. The yield is 1.00. The product is [CH3:1][C:2]1[C:3]([CH2:9][N:10]([C@@H:16]2[C:25]3[N:24]=[CH:23][CH:22]=[CH:21][C:20]=3[CH2:19][CH2:18][CH2:17]2)[CH2:11][CH2:12][CH2:13][CH2:14][NH2:15])=[N:4][CH:5]=[C:6]([CH3:8])[CH:7]=1. (2) The reactants are [C:1]([O-:4])(=O)[CH3:2].[Br:5][C:6]1[CH:11]=[CH:10][N+:9](O)=[C:8](C)[C:7]=1C.FC(F)(F)C(OC(=O)C(F)(F)F)=O. The catalyst is C(Cl)Cl. The product is [Br:5][C:6]1[CH:7]=[CH:8][N:9]=[C:2]([CH2:1][OH:4])[C:11]=1[CH3:10]. The yield is 0.505. (3) The reactants are [Cl:1][C:2]1[C:11](I)=[CH:10][C:5]([C:6]([O:8][CH3:9])=[O:7])=[C:4]([O:13][CH3:14])[CH:3]=1.[Cl:15][C:16]1[CH:21]=[CH:20][C:19]([Cl:22])=[CH:18][C:17]=1B(O)O.C([O-])([O-])=O.[Na+].[Na+]. The catalyst is O1CCOCC1.O.C1C=CC([P]([Pd]([P](C2C=CC=CC=2)(C2C=CC=CC=2)C2C=CC=CC=2)([P](C2C=CC=CC=2)(C2C=CC=CC=2)C2C=CC=CC=2)[P](C2C=CC=CC=2)(C2C=CC=CC=2)C2C=CC=CC=2)(C2C=CC=CC=2)C2C=CC=CC=2)=CC=1. The product is [Cl:15][C:16]1[CH:21]=[CH:20][C:19]([Cl:22])=[CH:18][C:17]=1[C:11]1[C:2]([Cl:1])=[CH:3][C:4]([O:13][CH3:14])=[C:5]([C:6]([O:8][CH3:9])=[O:7])[CH:10]=1. The yield is 0.850. (4) The product is [C:1]([C:5]1[CH:6]=[CH:7][C:8]([C:14]2[CH:19]=[CH:18][CH:17]=[C:16]([F:20])[CH:15]=2)=[C:9]([CH:10]=1)[NH2:11])([CH3:4])([CH3:2])[CH3:3]. The reactants are [C:1]([C:5]1[CH:6]=[CH:7][C:8]([C:14]2[CH:19]=[CH:18][CH:17]=[C:16]([F:20])[CH:15]=2)=[C:9]([N+:11]([O-])=O)[CH:10]=1)([CH3:4])([CH3:3])[CH3:2].CCO. The yield is 0.720. The catalyst is CCOC(C)=O.[Pd]. (5) The reactants are [O:1]1[C:5]2=[CH:6][N:7]=[C:8]([CH2:10][OH:11])[CH:9]=[C:4]2[CH2:3][CH2:2]1. The catalyst is ClCCl.[O-2].[O-2].[Mn+4]. The product is [O:1]1[C:5]2=[CH:6][N:7]=[C:8]([CH:10]=[O:11])[CH:9]=[C:4]2[CH2:3][CH2:2]1. The yield is 0.700. (6) The reactants are C[O:2][C:3](=O)[C:4]1[CH:9]=[CH:8][C:7]([CH2:10][O:11][CH2:12][CH2:13][O:14][Si:15]([C:18]([CH3:21])([CH3:20])[CH3:19])([CH3:17])[CH3:16])=[CH:6][CH:5]=1.[2H-].[Al+3].[Li+].[2H-].[2H-].[2H-]. The catalyst is C1COCC1. The product is [Si:15]([O:14][CH2:13][CH2:12][O:11][CH2:10][C:7]1[CH:8]=[CH:9][C:4]([CH2:3][OH:2])=[CH:5][CH:6]=1)([C:18]([CH3:21])([CH3:20])[CH3:19])([CH3:17])[CH3:16]. The yield is 0.860.